This data is from Full USPTO retrosynthesis dataset with 1.9M reactions from patents (1976-2016). The task is: Predict the reactants needed to synthesize the given product. Given the product [CH:3]1([CH2:9][C:10](=[O:12])[CH2:11][C:17](=[O:18])[C:16]([O:15][CH2:13][CH3:14])=[O:22])[CH2:8][CH2:7][CH2:6][CH2:5][CH2:4]1, predict the reactants needed to synthesize it. The reactants are: [H-].[Na+].[CH:3]1([CH2:9][C:10](=[O:12])[CH3:11])[CH2:8][CH2:7][CH2:6][CH2:5][CH2:4]1.[CH2:13]([O:15][C:16](=[O:22])[C:17](OCC)=[O:18])[CH3:14].CC[O-].[Na+].